Task: Predict the reactants needed to synthesize the given product.. Dataset: Full USPTO retrosynthesis dataset with 1.9M reactions from patents (1976-2016) (1) Given the product [C:1]([O:5][C:6]([N:8]1[CH2:13][CH2:12][C:11]2[S:14][C:15]([CH2:17][CH2:18][C:19]([N:55]3[CH2:54][CH2:53][N:52]([S:49]([C:44]4[CH:43]=[CH:42][C:41]5[C:46](=[CH:47][CH:48]=[C:39]([Cl:38])[CH:40]=5)[CH:45]=4)(=[O:51])=[O:50])[CH2:57][CH2:56]3)=[O:21])=[CH:16][C:10]=2[CH2:9]1)=[O:7])([CH3:2])([CH3:4])[CH3:3], predict the reactants needed to synthesize it. The reactants are: [C:1]([O:5][C:6]([N:8]1[CH2:13][CH2:12][C:11]2[S:14][C:15]([CH2:17][CH2:18][C:19]([OH:21])=O)=[CH:16][C:10]=2[CH2:9]1)=[O:7])([CH3:4])([CH3:3])[CH3:2].CN1CCOCC1.ClC(OCC(C)C)=O.Cl.[Cl:38][C:39]1[CH:40]=[C:41]2[C:46](=[CH:47][CH:48]=1)[CH:45]=[C:44]([S:49]([N:52]1[CH2:57][CH2:56][NH:55][CH2:54][CH2:53]1)(=[O:51])=[O:50])[CH:43]=[CH:42]2. (2) Given the product [Cl:16][C:17]1[C:18]([C:41]2[CH:42]=[N:43][N:8]3[CH:9]=[CH:10][CH:2]=[CH:12][C:11]=23)=[N:19][C:20]([NH:23][C:24]2[CH:29]=[C:28]3[C:27]([CH2:30][CH2:31][N:33]3[C:34](=[O:51])[CH3:38])=[CH:26][C:25]=2[O:39][CH3:40])=[N:21][CH:22]=1, predict the reactants needed to synthesize it. The reactants are: N[C:2]1[CH:10]=[C:9]2C(CC[N:8]2[C:11](=O)[CH3:12])=CC=1OC.[Cl:16][C:17]1[C:18]([C:41]2N3C=CC=CC3=[N:43][CH:42]=2)=[N:19][C:20]([NH:23][C:24]2[CH:29]=[CH:28][C:27]([CH2:30][C:31]([NH:33][CH:34]3[CH2:38]CNC3)=O)=[CH:26][C:25]=2[O:39][CH3:40])=[N:21][CH:22]=1.Cl.[O:51]1CCOCC1.C([O-])([O-])=O.[K+].[K+].